Dataset: Reaction yield outcomes from USPTO patents with 853,638 reactions. Task: Predict the reaction yield, written as a fraction of the theoretical maximum amount of product (1.0 means a 100% yield; for example, 0.34 means a 34% yield). (1) The reactants are [C:1]([O:5][P:6]([O-:13])([O:8][C:9]([CH3:12])([CH3:11])[CH3:10])=[O:7])([CH3:4])([CH3:3])[CH3:2].[K+].C(=O)(O)[O-].[Na+].S(Cl)(O[CH2:24][Cl:25])(=O)=O. The catalyst is S([O-])(O)(=O)=O.C([N+](CCCC)(CCCC)CCCC)CCC.O.C(Cl)Cl. The product is [P:6]([O:13][CH2:24][Cl:25])([O:5][C:1]([CH3:4])([CH3:3])[CH3:2])([O:8][C:9]([CH3:12])([CH3:11])[CH3:10])=[O:7]. The yield is 0.590. (2) The product is [CH3:20][N:12]([C:6]1[N:7]=[CH:8][C:9]2[C:4]([CH:5]=1)=[CH:3][C:2]([B:21]1[O:25][C:24]([CH3:27])([CH3:26])[C:23]([CH3:29])([CH3:28])[O:22]1)=[CH:11][CH:10]=2)[C:13](=[O:19])[O:14][C:15]([CH3:18])([CH3:17])[CH3:16]. The catalyst is CS(C)=O.C1C=CC(P(C2C=CC=CC=2)[C-]2C=CC=C2)=CC=1.C1C=CC(P(C2C=CC=CC=2)[C-]2C=CC=C2)=CC=1.Cl[Pd]Cl.[Fe+2]. The reactants are Br[C:2]1[CH:3]=[C:4]2[C:9](=[CH:10][CH:11]=1)[CH:8]=[N:7][C:6]([N:12]([CH3:20])[C:13](=[O:19])[O:14][C:15]([CH3:18])([CH3:17])[CH3:16])=[CH:5]2.[B:21]1([B:21]2[O:25][C:24]([CH3:27])([CH3:26])[C:23]([CH3:29])([CH3:28])[O:22]2)[O:25][C:24]([CH3:27])([CH3:26])[C:23]([CH3:29])([CH3:28])[O:22]1.C([O-])(=O)C.[K+]. The yield is 0.770. (3) The reactants are [CH2:1]([C:5]1[N:6]=[C:7]([CH3:27])[NH:8][C:9](=[O:26])[C:10]=1[CH2:11][C:12]1[CH:17]=[CH:16][C:15]([C:18]2[C:19]([C:24]#[N:25])=[CH:20][CH:21]=[CH:22][CH:23]=2)=[CH:14][CH:13]=1)[CH2:2][CH2:3][CH3:4].[H-].[Na+].CN(C)C=O.Br[CH2:36][C:37]1[CH:42]=[CH:41][CH:40]=[C:39]([F:43])[CH:38]=1. The catalyst is C(OCC)(=O)C. The product is [CH2:1]([C:5]1[N:6]=[C:7]([CH3:27])[N:8]([CH2:36][C:37]2[CH:42]=[CH:41][CH:40]=[C:39]([F:43])[CH:38]=2)[C:9](=[O:26])[C:10]=1[CH2:11][C:12]1[CH:17]=[CH:16][C:15]([C:18]2[C:19]([C:24]#[N:25])=[CH:20][CH:21]=[CH:22][CH:23]=2)=[CH:14][CH:13]=1)[CH2:2][CH2:3][CH3:4]. The yield is 0.630. (4) The reactants are [CH2:1]([NH:8][C:9]([N:11]1[CH:16]2[C@H:17]([CH3:41])[N:18]([CH2:30][C:31]3[CH:32]=[CH:33][CH:34]=[C:35]4[C:40]=3[N:39]=[CH:38][CH:37]=[CH:36]4)[C:19](=[O:29])[C@H:20]([CH2:21][C:22]3[CH:27]=[CH:26][C:25]([OH:28])=[CH:24][CH:23]=3)[N:15]2[C:14](=[O:42])[CH2:13][N:12]1[CH3:43])=[O:10])[C:2]1[CH:7]=[CH:6][CH:5]=[CH:4][CH:3]=1.[I-].[Na+].C(=O)([O-])[O-].[K+].[K+].[CH3:52][CH2:53][O:54][C:55]([O:57][CH:58](Cl)[CH3:59])=[O:56]. The catalyst is CC(C)=O. The product is [C:55](=[O:56])([O:57][CH2:58][CH3:59])[O:54][CH:53]([O:28][C:25]1[CH:24]=[CH:23][C:22]([CH2:21][C@@H:20]2[N:15]3[CH:16]([N:11]([C:9](=[O:10])[NH:8][CH2:1][C:2]4[CH:3]=[CH:4][CH:5]=[CH:6][CH:7]=4)[N:12]([CH3:43])[CH2:13][C:14]3=[O:42])[C@H:17]([CH3:41])[N:18]([CH2:30][C:31]3[CH:32]=[CH:33][CH:34]=[C:35]4[C:40]=3[N:39]=[CH:38][CH:37]=[CH:36]4)[C:19]2=[O:29])=[CH:27][CH:26]=1)[CH3:52]. The yield is 0.0500. (5) The reactants are C[Al](C)C.[CH3:5][O:6][C:7]1[CH:8]=[C:9]([CH2:15][CH2:16][C:17]2[CH:18]=[C:19]([NH2:22])[NH:20][N:21]=2)[CH:10]=[C:11]([O:13][CH3:14])[CH:12]=1.[CH3:23][O:24][CH2:25][CH:26]1[NH:31][CH2:30][CH2:29][N:28]([C:32]2[N:37]=[CH:36][C:35]([C:38](OC)=[O:39])=[CH:34][N:33]=2)[CH2:27]1.Cl. The catalyst is C1(C)C=CC=CC=1.CO. The product is [CH3:14][O:13][C:11]1[CH:10]=[C:9]([CH2:15][CH2:16][C:17]2[CH:18]=[C:19]([NH:22][C:38]([C:35]3[CH:34]=[N:33][C:32]([N:28]4[CH2:29][CH2:30][NH:31][CH:26]([CH2:25][O:24][CH3:23])[CH2:27]4)=[N:37][CH:36]=3)=[O:39])[NH:20][N:21]=2)[CH:8]=[C:7]([O:6][CH3:5])[CH:12]=1. The yield is 0.570. (6) The reactants are [CH3:1][O:2][C:3]1[C:12]([NH:13][C:14]([N:16]2[CH2:21][CH2:20][N:19]([C:22]3[CH:27]=[C:26]([O:28][CH3:29])[CH:25]=[C:24]([O:30][CH3:31])[CH:23]=3)[CH2:18][CH2:17]2)=[O:15])=[N:11][C:10]2[C:5](=[CH:6][CH:7]=[CH:8][CH:9]=2)[N:4]=1.[H-].[Na+].[CH2:34](I)[CH2:35][CH3:36]. The product is [CH3:1][O:2][C:3]1[C:12]([N:13]([CH:35]([CH3:36])[CH3:34])[C:14]([N:16]2[CH2:21][CH2:20][N:19]([C:22]3[CH:27]=[C:26]([O:28][CH3:29])[CH:25]=[C:24]([O:30][CH3:31])[CH:23]=3)[CH2:18][CH2:17]2)=[O:15])=[N:11][C:10]2[C:5](=[CH:6][CH:7]=[CH:8][CH:9]=2)[N:4]=1. The yield is 0.820. The catalyst is CN(C)C=O. (7) The reactants are CO[C:3](=[O:22])[C:4]1[CH:9]=[CH:8][C:7]([O:10][CH2:11][C:12]2[C:13]([CH2:18][CH2:19][CH2:20][CH3:21])=[N:14][O:15][C:16]=2[CH3:17])=[N:6][CH:5]=1.[NH2:23][N:24]1[CH2:28][CH2:27][CH2:26][CH2:25]1. No catalyst specified. The product is [CH2:18]([C:13]1[C:12]([CH2:11][O:10][C:7]2[CH:8]=[CH:9][C:4]([C:3]([NH:23][N:24]3[CH2:28][CH2:27][CH2:26][CH2:25]3)=[O:22])=[CH:5][N:6]=2)=[C:16]([CH3:17])[O:15][N:14]=1)[CH2:19][CH2:20][CH3:21]. The yield is 0.170. (8) The reactants are [F:1][C:2]1[CH:7]=[CH:6][CH:5]=[CH:4][C:3]=1[C:8]1[C:13](=[O:14])[NH:12][C:11](=[O:15])[N:10]2[C@@H:16]([C:19]3[CH:24]=[CH:23][CH:22]=[CH:21][CH:20]=3)[CH2:17][S:18][C:9]=12.[C:38]1(P([C:38]2[CH:43]=[CH:42][CH:41]=[CH:40][CH:39]=2)[C:38]2[CH:43]=[CH:42][CH:41]=[CH:40][CH:39]=2)[CH:43]=[CH:42][CH:41]=[CH:40][CH:39]=1.[N:44](C(OCC)=O)=NC(OCC)=O.F[C:57](F)(F)[C:58](O)=O. The catalyst is C1COCC1.ClCCl. The product is [NH2:44][C@H:57]([C:38]1[CH:39]=[CH:40][CH:41]=[CH:42][CH:43]=1)[CH2:58][N:12]1[C:13](=[O:14])[C:8]([C:3]2[CH:4]=[CH:5][CH:6]=[CH:7][C:2]=2[F:1])=[C:9]2[S:18][CH2:17][C@H:16]([C:19]3[CH:20]=[CH:21][CH:22]=[CH:23][CH:24]=3)[N:10]2[C:11]1=[O:15]. The yield is 0.700. (9) The reactants are [F:1][C:2]1([F:32])[CH2:7][CH2:6][N:5]([C:8]([C:10]2[NH:11][C:12]3[C:17]([CH:18]=2)=[CH:16][C:15]([C:19]([N:21]2[CH2:26][CH2:25][CH:24]([N:27]4[CH2:31][CH2:30][CH2:29][CH2:28]4)[CH2:23][CH2:22]2)=[O:20])=[CH:14][CH:13]=3)=[O:9])[CH2:4][CH2:3]1.[H-].[Na+].Br[CH:36]([CH3:38])[CH3:37]. The catalyst is CN(C)C=O. The product is [F:32][C:2]1([F:1])[CH2:7][CH2:6][N:5]([C:8]([C:10]2[N:11]([CH:36]([CH3:38])[CH3:37])[C:12]3[C:17]([CH:18]=2)=[CH:16][C:15]([C:19]([N:21]2[CH2:22][CH2:23][CH:24]([N:27]4[CH2:31][CH2:30][CH2:29][CH2:28]4)[CH2:25][CH2:26]2)=[O:20])=[CH:14][CH:13]=3)=[O:9])[CH2:4][CH2:3]1. The yield is 0.660.